Dataset: Reaction yield outcomes from USPTO patents with 853,638 reactions. Task: Predict the reaction yield, written as a fraction of the theoretical maximum amount of product (1.0 means a 100% yield; for example, 0.34 means a 34% yield). (1) The reactants are [CH2:1]([NH:4][C:5](=[O:33])[C:6]1[CH:11]=[CH:10][C:9]([NH:12][C:13]2[N:18]3[CH:19]=[CH:20][N:21]=[C:17]3[C:16]3[CH:22]=[CH:23][N:24](COCC[Si](C)(C)C)[C:15]=3[N:14]=2)=[CH:8][CH:7]=1)[CH2:2][CH3:3].C(O)(C(F)(F)F)=O.[NH4+].[OH-]. The catalyst is C(Cl)Cl.O1CCOCC1.O. The product is [N:21]1[CH:20]=[CH:19][N:18]2[C:17]=1[C:16]1[CH:22]=[CH:23][NH:24][C:15]=1[N:14]=[C:13]2[NH:12][C:9]1[CH:8]=[CH:7][C:6]([C:5]([NH:4][CH2:1][CH2:2][CH3:3])=[O:33])=[CH:11][CH:10]=1. The yield is 0.100. (2) The reactants are C(OC([N:8]([CH2:38][C:39]([O:41]C(C)(C)C)=[O:40])[C:9]1[CH:14]=[CH:13][CH:12]=[C:11]([CH:15]([CH2:26][C:27]2[CH:32]=[CH:31][C:30]([CH2:33][C:34]([CH3:37])([CH3:36])[CH3:35])=[CH:29][CH:28]=2)[NH:16][S:17]([C:20]2[CH:25]=[CH:24][CH:23]=[CH:22][N:21]=2)(=[O:19])=[O:18])[N:10]=1)=O)(C)(C)C.[ClH:46].O1CCOCC1. The catalyst is C(Cl)Cl. The product is [ClH:46].[CH2:33]([C:30]1[CH:29]=[CH:28][C:27]([CH2:26][CH:15]([NH:16][S:17]([C:20]2[CH:25]=[CH:24][CH:23]=[CH:22][N:21]=2)(=[O:19])=[O:18])[C:11]2[N:10]=[C:9]([NH:8][CH2:38][C:39]([OH:41])=[O:40])[CH:14]=[CH:13][CH:12]=2)=[CH:32][CH:31]=1)[C:34]([CH3:37])([CH3:36])[CH3:35]. The yield is 0.910. (3) The reactants are [ClH:1].[N:2]1[CH:7]=[CH:6][CH:5]=[CH:4][C:3]=1[N:8]([CH2:31]CC(OC)=O)[C:9]([C:11]1[CH:16]=[CH:15][N:14]2[C:17]([CH3:30])=[C:18]([CH2:20][CH2:21][C:22]3[CH:27]=[CH:26][C:25]([C:28]#[N:29])=[CH:24][CH:23]=3)[N:19]=[C:13]2[CH:12]=1)=[O:10].Cl.C(=O)([O-])[O-].[NH4+:42].[NH4+].[C:44]([O:47][CH2:48][CH3:49])(=[O:46])[CH3:45].C(O)C.N. The catalyst is C(O)C. The product is [ClH:1].[N:2]1[CH:7]=[CH:6][CH:5]=[CH:4][C:3]=1[N:8]([CH2:31][CH2:45][C:44]([O:47][CH2:48][CH3:49])=[O:46])[C:9]([C:11]1[CH:16]=[CH:15][N:14]2[C:17]([CH3:30])=[C:18]([CH2:20][CH2:21][C:22]3[CH:27]=[CH:26][C:25]([C:28](=[NH:42])[NH2:29])=[CH:24][CH:23]=3)[N:19]=[C:13]2[CH:12]=1)=[O:10]. The yield is 0.530. (4) The reactants are Cl[C:2](Cl)=[CH:3][CH:4]=O.C(O)(=O)C.[F:11][C:12]1[CH:20]=[CH:19][C:15]([C:16]([NH2:18])=[NH:17])=[CH:14][CH:13]=1.[F:21][C:22]([F:31])([F:30])[C:23]1[CH:24]=[C:25]([OH:29])[CH:26]=[CH:27][CH:28]=1.C(=O)([O-])[O-].[K+].[K+]. The catalyst is C(COC)OC. The product is [F:21][C:22]([F:30])([F:31])[C:23]1[CH:24]=[C:25]([CH:26]=[CH:27][CH:28]=1)[O:29][C:2]1[CH:3]=[CH:4][N:18]=[C:16]([C:15]2[CH:19]=[CH:20][C:12]([F:11])=[CH:13][CH:14]=2)[N:17]=1. The yield is 0.750. (5) The reactants are Cl[C:2]1[N:7]=[CH:6][N:5]=[C:4]([NH:8][C:9]2[CH:14]=[CH:13][CH:12]=[C:11]([NH2:15])[N:10]=2)[CH:3]=1.[CH3:16][O:17][C:18]1[CH:19]=[C:20]([OH:24])[CH:21]=[CH:22][CH:23]=1.C([O-])([O-])=O.[K+].[K+]. The product is [O:17]([C:18]1[CH:19]=[C:20]([CH:21]=[CH:22][CH:23]=1)[O:24][C:2]1[N:7]=[CH:6][N:5]=[C:4]([NH:8][C:9]2[CH:14]=[CH:13][CH:12]=[C:11]([NH2:15])[N:10]=2)[CH:3]=1)[CH3:16]. The yield is 0.407. The catalyst is CN(C=O)C.CCOC(C)=O. (6) The catalyst is C(Cl)Cl.C(N(CC)CC)C.C1(C)C=CC=CC=1. The yield is 0.0600. The product is [CH3:1][O:2][C:3]1[CH:4]=[C:5]2[C:10](=[CH:11][C:12]=1[O:13][CH3:14])[N:9]=[CH:8][N:7]=[C:6]2[O:15][C:16]1[CH:22]=[CH:21][C:19]([NH:20][C:27](=[O:33])[O:26][C:24]2[CH:39]=[CH:40][CH:41]=[CH:36][C:37]=2[C:42]#[N:43])=[CH:18][CH:17]=1. The reactants are [CH3:1][O:2][C:3]1[CH:4]=[C:5]2[C:10](=[CH:11][C:12]=1[O:13][CH3:14])[N:9]=[CH:8][N:7]=[C:6]2[O:15][C:16]1[CH:22]=[CH:21][C:19]([NH2:20])=[CH:18][CH:17]=1.Cl[C:24](Cl)([O:26][C:27](=[O:33])OC(Cl)(Cl)Cl)Cl.O[C:36]1[CH:41]=[CH:40][CH:39]=C[C:37]=1[C:42]#[N:43].C(=O)(O)[O-].[Na+]. (7) The reactants are [CH3:1][S:2]([C:5]1[CH:10]=[CH:9][C:8]([CH2:11][CH2:12][CH2:13][N:14]2[CH2:19][CH2:18][CH2:17][C@@H:16]([CH2:20][N:21]3[CH2:26][CH2:25][NH:24][CH2:23][CH2:22]3)[CH2:15]2)=[CH:7][CH:6]=1)(=[O:4])=[O:3].[Cl:27][C:28]1[CH:29]=[C:30]([N:35]=[C:36]=[O:37])[CH:31]=[CH:32][C:33]=1[F:34]. The catalyst is C1(C)C=CC=CC=1. The product is [Cl:27][C:28]1[CH:29]=[C:30]([NH:35][C:36]([N:24]2[CH2:25][CH2:26][N:21]([CH2:20][C@@H:16]3[CH2:17][CH2:18][CH2:19][N:14]([CH2:13][CH2:12][CH2:11][C:8]4[CH:7]=[CH:6][C:5]([S:2]([CH3:1])(=[O:3])=[O:4])=[CH:10][CH:9]=4)[CH2:15]3)[CH2:22][CH2:23]2)=[O:37])[CH:31]=[CH:32][C:33]=1[F:34]. The yield is 0.500. (8) The reactants are [F:1][C:2]1[CH:3]=[C:4]([CH:8]=[CH:9][C:10]=1[CH3:11])[C:5]([OH:7])=[O:6].O=S(Cl)Cl.[CH3:16][CH2:17]O. No catalyst specified. The product is [F:1][C:2]1[CH:3]=[C:4]([CH:8]=[CH:9][C:10]=1[CH3:11])[C:5]([O:7][CH2:16][CH3:17])=[O:6]. The yield is 0.960.